From a dataset of Forward reaction prediction with 1.9M reactions from USPTO patents (1976-2016). Predict the product of the given reaction. (1) Given the reactants [C:1]([O:5][C:6]([NH:8][C:9]1[CH:17]=[CH:16][CH:15]=[C:14]2[C:10]=1[CH:11]=[CH:12][N:13]2[C:18]([C:25]1[CH:30]=[CH:29][C:28]([Cl:31])=[CH:27][CH:26]=1)([CH2:23][CH3:24])[C:19](OC)=[O:20])=[O:7])([CH3:4])([CH3:3])[CH3:2].[H-].[Al+3].[Li+].[H-].[H-].[H-].O, predict the reaction product. The product is: [C:1]([O:5][C:6](=[O:7])[NH:8][C:9]1[CH:17]=[CH:16][CH:15]=[C:14]2[C:10]=1[CH:11]=[CH:12][N:13]2[C:18]([C:25]1[CH:30]=[CH:29][C:28]([Cl:31])=[CH:27][CH:26]=1)([CH2:23][CH3:24])[CH2:19][OH:20])([CH3:2])([CH3:3])[CH3:4]. (2) Given the reactants [F:1][C:2]1[CH:3]=[C:4]2[C:8](=[CH:9][CH:10]=1)[NH:7][C:6](=[O:11])[CH2:5]2.C[Si]([N-][Si](C)(C)C)(C)C.[Li+].[CH:22]([C:24]1[N:29]=[C:28]2[CH2:30][O:31][C:32](=O)[C:27]2=[CH:26][CH:25]=1)=[CH2:23].Cl, predict the reaction product. The product is: [F:1][C:2]1[CH:3]=[C:4]2[C:8](=[CH:9][CH:10]=1)[NH:7][C:6](=[O:11])[C:5]2=[C:32]1[C:27]2[C:28](=[N:29][C:24]([CH:22]=[CH2:23])=[CH:25][CH:26]=2)[CH2:30][O:31]1. (3) Given the reactants [NH2:1][C:2]1[CH2:8][C:7]([C:9]([O:11][CH2:12][CH3:13])=[O:10])=[CH:6][C:5]2[CH:14]=[C:15](Br)[CH:16]=[CH:17][C:4]=2[N:3]=1.[CH3:19][N:20]([CH3:39])[C:21]([NH:23][C:24]1[CH:29]=[CH:28][C:27](B2OC(C)(C)C(C)(C)O2)=[CH:26][CH:25]=1)=[O:22].P([O-])([O-])([O-])=O.[K+].[K+].[K+].ClCCl, predict the reaction product. The product is: [NH2:1][C:2]1[CH2:8][C:7]([C:9]([O:11][CH2:12][CH3:13])=[O:10])=[CH:6][C:5]2[CH:14]=[C:15]([C:27]3[CH:26]=[CH:25][C:24]([NH:23][C:21](=[O:22])[N:20]([CH3:19])[CH3:39])=[CH:29][CH:28]=3)[CH:16]=[CH:17][C:4]=2[N:3]=1.